From a dataset of Catalyst prediction with 721,799 reactions and 888 catalyst types from USPTO. Predict which catalyst facilitates the given reaction. (1) Reactant: [C:1]([O:5][C:6]([N:8]1[CH2:15][CH2:14][CH2:13][C@@:9]1([CH3:16])[C:10]([OH:12])=O)=[O:7])([CH3:4])([CH3:3])[CH3:2].[NH2:17][C:18]1[CH:23]=[CH:22][CH:21]=[CH:20][C:19]=1[C:24]1[CH:29]=[CH:28][CH:27]=[CH:26][CH:25]=1.O=P(Cl)(Cl)Cl. Product: [C:19]1([C:24]2[CH:25]=[CH:26][CH:27]=[CH:28][CH:29]=2)[CH:20]=[CH:21][CH:22]=[CH:23][C:18]=1[NH:17][C:10]([C@:9]1([CH3:16])[CH2:13][CH2:14][CH2:15][N:8]1[C:6]([O:5][C:1]([CH3:2])([CH3:3])[CH3:4])=[O:7])=[O:12]. The catalyst class is: 17. (2) Reactant: [BH4-].[Li+].[Br:3][C:4]1[CH:13]=[C:12]([CH3:14])[C:7]([C:8](OC)=[O:9])=[C:6]([F:15])[CH:5]=1. Product: [Br:3][C:4]1[CH:13]=[C:12]([CH3:14])[C:7]([CH2:8][OH:9])=[C:6]([F:15])[CH:5]=1. The catalyst class is: 7. (3) The catalyst class is: 1. Product: [CH3:1][O:2][CH2:3][C@H:4]([CH3:27])[O:5][C:6]1[CH:7]=[C:8]([CH:13]=[C:14]([O:16][C:17]2[CH:22]=[CH:21][C:20]([S:23]([CH3:26])(=[O:24])=[O:25])=[CH:19][CH:18]=2)[CH:15]=1)[C:9]([OH:11])=[O:10]. Reactant: [CH3:1][O:2][CH2:3][C@H:4]([CH3:27])[O:5][C:6]1[CH:7]=[C:8]([CH:13]=[C:14]([O:16][C:17]2[CH:22]=[CH:21][C:20]([S:23]([CH3:26])(=[O:25])=[O:24])=[CH:19][CH:18]=2)[CH:15]=1)[C:9]([O:11]C)=[O:10].[OH-].[Na+]. (4) Reactant: [CH3:1][N:2]1[CH2:7][CH2:6][N:5]([C:8]2[CH:9]=[N:10][CH:11]=[C:12]([N+:15]([O-])=O)[C:13]=2[NH2:14])[CH2:4][CH2:3]1. Product: [CH3:1][N:2]1[CH2:3][CH2:4][N:5]([C:8]2[C:13]([NH2:14])=[C:12]([NH2:15])[CH:11]=[N:10][CH:9]=2)[CH2:6][CH2:7]1. The catalyst class is: 19. (5) Reactant: [N:1]1([CH2:6][CH2:7][O:8][C:9]2[CH:14]=[CH:13][C:12]([NH:15][C:16]3[N:36]=[C:19]4[CH:20]=[CH:21][CH:22]=[C:23]([C:24]5[CH:25]=[N:26][N:27]([CH2:29][CH2:30]OS(C)(=O)=O)[CH:28]=5)[N:18]4[N:17]=3)=[CH:11][CH:10]=2)[CH2:5][CH2:4][CH2:3][CH2:2]1.C(=O)([O-])[O-].[K+].[K+].[NH2:43][C:44]1[N:48]=[C:47]([SH:49])[NH:46][N:45]=1. Product: [NH2:43][C:44]1[NH:48][C:47]([S:49][CH2:30][CH2:29][N:27]2[CH:28]=[C:24]([C:23]3[N:18]4[N:17]=[C:16]([NH:15][C:12]5[CH:11]=[CH:10][C:9]([O:8][CH2:7][CH2:6][N:1]6[CH2:5][CH2:4][CH2:3][CH2:2]6)=[CH:14][CH:13]=5)[N:36]=[C:19]4[CH:20]=[CH:21][CH:22]=3)[CH:25]=[N:26]2)=[N:46][N:45]=1. The catalyst class is: 9. (6) Product: [CH:30]([O:33][C:2]1[CH:3]=[C:4]([CH:25]=[CH:26][N:27]=1)[C:5]([NH:7][C:8]1[S:9][C:10]2[C:16]([CH:17]3[CH2:22][CH2:21][O:20][CH2:19][CH2:18]3)=[CH:15][CH:14]=[C:13]([O:23][CH3:24])[C:11]=2[N:12]=1)=[O:6])([CH3:32])[CH3:31]. The catalyst class is: 887. Reactant: Br[C:2]1[CH:3]=[C:4]([CH:25]=[CH:26][N:27]=1)[C:5]([NH:7][C:8]1[S:9][C:10]2[C:16]([CH:17]3[CH2:22][CH2:21][O:20][CH2:19][CH2:18]3)=[CH:15][CH:14]=[C:13]([O:23][CH3:24])[C:11]=2[N:12]=1)=[O:6].[H-].[Na+].[CH:30]([OH:33])([CH3:32])[CH3:31]. (7) Reactant: Br[C:2]1[CH:3]=[CH:4][CH:5]=[C:6]2[C:11]=1[N:10]=[CH:9][CH:8]=[CH:7]2.C([Li])CCC.[CH3:17][C:18]1[C:19](=O)[CH2:20][CH2:21][C:22]=1[CH2:23][CH2:24][CH2:25][CH2:26][CH3:27].Cl.N. Product: [CH3:17][C:18]1[C:22]([CH2:23][CH2:24][CH2:25][CH2:26][CH3:27])=[CH:21][CH2:20][C:19]=1[C:2]1[CH:3]=[CH:4][CH:5]=[C:6]2[C:11]=1[N:10]=[CH:9][CH:8]=[CH:7]2. The catalyst class is: 7.